From a dataset of NCI-60 drug combinations with 297,098 pairs across 59 cell lines. Regression. Given two drug SMILES strings and cell line genomic features, predict the synergy score measuring deviation from expected non-interaction effect. (1) Drug 1: CC1=C2C(C(=O)C3(C(CC4C(C3C(C(C2(C)C)(CC1OC(=O)C(C(C5=CC=CC=C5)NC(=O)OC(C)(C)C)O)O)OC(=O)C6=CC=CC=C6)(CO4)OC(=O)C)O)C)O. Drug 2: CCN(CC)CCCC(C)NC1=C2C=C(C=CC2=NC3=C1C=CC(=C3)Cl)OC. Cell line: SF-539. Synergy scores: CSS=45.5, Synergy_ZIP=4.05, Synergy_Bliss=7.07, Synergy_Loewe=5.01, Synergy_HSA=11.9. (2) Drug 1: CC12CCC3C(C1CCC2=O)CC(=C)C4=CC(=O)C=CC34C. Drug 2: C1=CC(=CC=C1CCCC(=O)O)N(CCCl)CCCl. Cell line: SK-OV-3. Synergy scores: CSS=33.1, Synergy_ZIP=3.83, Synergy_Bliss=7.76, Synergy_Loewe=7.62, Synergy_HSA=9.24. (3) Drug 1: CC1C(C(CC(O1)OC2CC(OC(C2O)C)OC3=CC4=CC5=C(C(=O)C(C(C5)C(C(=O)C(C(C)O)O)OC)OC6CC(C(C(O6)C)O)OC7CC(C(C(O7)C)O)OC8CC(C(C(O8)C)O)(C)O)C(=C4C(=C3C)O)O)O)O. Drug 2: C(=O)(N)NO. Cell line: NCI-H460. Synergy scores: CSS=29.1, Synergy_ZIP=0.771, Synergy_Bliss=1.68, Synergy_Loewe=-59.9, Synergy_HSA=0.274.